This data is from Forward reaction prediction with 1.9M reactions from USPTO patents (1976-2016). The task is: Predict the product of the given reaction. (1) The product is: [Na+:52].[F:48][C:45]([F:46])([F:47])[C:43]1[CH:42]=[C:5]([CH:4]=[C:3]([C:2]([F:49])([F:1])[F:50])[CH:44]=1)[CH2:6][N:7]([CH2:20][C:21]1[CH:26]=[C:25]([C:27]([F:28])([F:29])[F:30])[CH:24]=[CH:23][C:22]=1[N:31]([CH2:40][CH3:41])[C:32]([O:34][CH2:35][CH2:36][C:37]([O-:39])=[O:38])=[O:33])[C:8]1[N:13]=[CH:12][C:11]([N:14]2[CH2:19][CH2:18][O:17][CH2:16][CH2:15]2)=[CH:10][N:9]=1. Given the reactants [F:1][C:2]([F:50])([F:49])[C:3]1[CH:4]=[C:5]([CH:42]=[C:43]([C:45]([F:48])([F:47])[F:46])[CH:44]=1)[CH2:6][N:7]([CH2:20][C:21]1[CH:26]=[C:25]([C:27]([F:30])([F:29])[F:28])[CH:24]=[CH:23][C:22]=1[N:31]([CH2:40][CH3:41])[C:32]([O:34][CH2:35][CH2:36][C:37]([OH:39])=[O:38])=[O:33])[C:8]1[N:13]=[CH:12][C:11]([N:14]2[CH2:19][CH2:18][O:17][CH2:16][CH2:15]2)=[CH:10][N:9]=1.[OH-].[Na+:52], predict the reaction product. (2) Given the reactants Br[C:2]1[CH:3]=[C:4]2[C:9](=[CH:10][CH:11]=1)[O:8][C:7]([CH3:13])([CH3:12])[CH:6]=[CH:5]2.C([Li])CCC.[CH:19]12S[CH:20]1[CH:21]1[S:25][CH:22]1[CH:23]=[CH:24]2, predict the reaction product. The product is: [CH3:12][C:7]1([CH3:13])[CH:6]=[CH:5][C:4]2[C:9](=[CH:10][CH:11]=[C:2]([S:25][C:22]3[CH:23]=[CH:24][CH:19]=[CH:20][CH:21]=3)[CH:3]=2)[O:8]1.